This data is from Full USPTO retrosynthesis dataset with 1.9M reactions from patents (1976-2016). The task is: Predict the reactants needed to synthesize the given product. Given the product [O:1]1[CH2:2][CH2:3][O:4][C:5]2[CH:10]=[C:9]([NH:11][C:13]3[N:18]=[C:17]([N:19]4[CH2:24][CH2:23][CH2:22][C@H:21]([C:25]([NH:27][CH2:28][C:29]5[CH:30]=[CH:31][C:32]([CH3:35])=[CH:33][CH:34]=5)=[O:26])[CH2:20]4)[CH:16]=[CH:15][N:14]=3)[CH:8]=[CH:7][C:6]1=2, predict the reactants needed to synthesize it. The reactants are: [O:1]1[C:6]2[CH:7]=[CH:8][C:9]([NH2:11])=[CH:10][C:5]=2[O:4][CH2:3][CH2:2]1.Cl[C:13]1[N:18]=[C:17]([N:19]2[CH2:24][CH2:23][CH2:22][C@H:21]([C:25]([NH:27][CH2:28][C:29]3[CH:34]=[CH:33][C:32]([CH3:35])=[CH:31][CH:30]=3)=[O:26])[CH2:20]2)[CH:16]=[CH:15][N:14]=1.